From a dataset of Full USPTO retrosynthesis dataset with 1.9M reactions from patents (1976-2016). Predict the reactants needed to synthesize the given product. (1) Given the product [CH:1]1([O:6][C:7]2[CH:8]=[C:9]3[C:14](=[CH:15][C:16]=2[O:17][CH3:18])[C:13]([C:19](=[O:31])[C:20]2[CH:25]=[CH:24][CH:23]=[C:22]([O:26][CH3:27])[CH:21]=2)=[N:12][CH:11]=[C:10]3[CH:28]=[O:29])[CH2:2][CH2:3][CH2:4][CH2:5]1, predict the reactants needed to synthesize it. The reactants are: [CH:1]1([O:6][C:7]2[CH:8]=[C:9]3[C:14](=[CH:15][C:16]=2[O:17][CH3:18])[C:13]([CH2:19][C:20]2[CH:25]=[CH:24][CH:23]=[C:22]([O:26][CH3:27])[CH:21]=2)=[N:12][CH:11]=[C:10]3[CH:28]=[O:29])[CH2:5][CH2:4][CH2:3][CH2:2]1.[Se](=O)=[O:31].C(OCC)(=O)C.CCCCCC. (2) Given the product [CH2:12]([N:14]([CH2:1][C:3]1[S:7][C:6]([C:8]([OH:10])=[O:9])=[CH:5][C:4]=1[CH3:11])[CH2:15][CH3:16])[CH3:13], predict the reactants needed to synthesize it. The reactants are: [CH:1]([C:3]1[S:7][C:6]([C:8]([OH:10])=[O:9])=[CH:5][C:4]=1[CH3:11])=O.[CH2:12]([NH:14][CH2:15][CH3:16])[CH3:13].C(O)(=O)C.C(O[BH-](OC(=O)C)OC(=O)C)(=O)C.[Na+]. (3) Given the product [Br:16][C:15]1[S:14][C:13]([S:17](=[O:19])(=[O:18])[NH:28][C:29]2[NH:33][N:32]=[N:31][N:30]=2)=[CH:12][C:11]=1[C:7]1[S:6][C:5]([NH:4][C:1](=[O:3])[CH3:2])=[N:9][C:8]=1[CH3:10], predict the reactants needed to synthesize it. The reactants are: [C:1]([NH:4][C:5]1[S:6][C:7]([C:11]2[CH:12]=[C:13]([S:17](Cl)(=[O:19])=[O:18])[S:14][C:15]=2[Br:16])=[C:8]([CH3:10])[N:9]=1)(=[O:3])[CH3:2].C(N(CC)CC)C.[NH2:28][C:29]1[NH:33][N:32]=[N:31][N:30]=1. (4) Given the product [C:22]([O:1][CH2:2][CH2:3][CH2:4][N:5]1[C:13](=[O:14])[C:12]2[C:7](=[CH:8][CH:9]=[CH:10][CH:11]=2)[C:6]1=[O:15])([CH3:24])([CH3:23])[CH3:21], predict the reactants needed to synthesize it. The reactants are: [OH:1][CH2:2][CH2:3][CH2:4][N:5]1[C:13](=[O:14])[C:12]2[C:7](=[CH:8][CH:9]=[CH:10][CH:11]=2)[C:6]1=[O:15].S(=O)(=O)(O)O.[CH3:21][C:22](=[CH2:24])[CH3:23].C(=O)=O. (5) Given the product [CH3:31][O:30][P:28]([CH2:27][CH:26]=[CH:25][CH2:24][CH:4]([CH2:5][C:6]([CH3:23])=[CH:7][CH2:8][C:9]1[C:10]([OH:22])=[C:11]2[C:15](=[C:16]([CH3:20])[C:17]=1[O:18][CH3:19])[CH2:14][O:13][C:12]2=[O:21])[C:3]([OH:34])=[O:2])([O:32][CH3:33])=[O:29], predict the reactants needed to synthesize it. The reactants are: C[O:2][C:3](=[O:34])[CH:4]([CH2:24][CH:25]=[CH:26][CH2:27][P:28]([O:32][CH3:33])([O:30][CH3:31])=[O:29])[CH2:5][C:6]([CH3:23])=[CH:7][CH2:8][C:9]1[C:10]([OH:22])=[C:11]2[C:15](=[C:16]([CH3:20])[C:17]=1[O:18][CH3:19])[CH2:14][O:13][C:12]2=[O:21].O.CO.O[Li].O. (6) Given the product [CH3:13][O:14][C:15](=[O:31])[C:16]([O:21][C:22]1[CH:27]=[CH:26][C:25]([Cl:28])=[CH:24][C:23]=1/[CH:29]=[C:6]1\[C:7](=[O:11])[NH:8][C:9]2[C:5]\1=[CH:4][C:3]([F:12])=[C:2]([Cl:1])[CH:10]=2)([CH2:17][CH3:18])[CH2:19][CH3:20], predict the reactants needed to synthesize it. The reactants are: [Cl:1][C:2]1[CH:10]=[C:9]2[C:5]([CH2:6][C:7](=[O:11])[NH:8]2)=[CH:4][C:3]=1[F:12].[CH3:13][O:14][C:15](=[O:31])[C:16]([O:21][C:22]1[CH:27]=[CH:26][C:25]([Cl:28])=[CH:24][C:23]=1[CH:29]=O)([CH2:19][CH3:20])[CH2:17][CH3:18].N1CCCC1. (7) Given the product [CH2:1]([O:3][C:4]([CH:5]1[CH2:18][CH:20]([S:22]([C:25]2[CH:30]=[CH:29][CH:28]=[CH:27][C:26]=2[C:31]([F:32])([F:34])[F:33])(=[O:23])=[O:24])[CH2:21][N:6]1[C:7]1[C:16]2[C:11](=[CH:12][CH:13]=[CH:14][CH:15]=2)[CH:10]=[CH:9][CH:8]=1)=[O:17])[CH3:2], predict the reactants needed to synthesize it. The reactants are: [CH2:1]([O:3][C:4](=[O:17])[CH2:5][NH:6][C:7]1[C:16]2[C:11](=[CH:12][CH:13]=[CH:14][CH:15]=2)[CH:10]=[CH:9][CH:8]=1)[CH3:2].[CH2:18]=O.[CH:20]([S:22]([C:25]1[CH:30]=[CH:29][CH:28]=[CH:27][C:26]=1[C:31]([F:34])([F:33])[F:32])(=[O:24])=[O:23])=[CH2:21]. (8) Given the product [CH3:1][O:2][CH2:3][CH2:4][CH2:5][CH2:6][N:7]1[C:15]2[C:10](=[CH:11][CH:12]=[C:13]([C:16]([OH:18])=[O:17])[CH:14]=2)[C:9]([CH3:20])([CH3:21])[C:8]1=[O:22], predict the reactants needed to synthesize it. The reactants are: [CH3:1][O:2][CH2:3][CH2:4][CH2:5][CH2:6][N:7]1[C:15]2[C:10](=[CH:11][CH:12]=[C:13]([C:16]([O:18]C)=[O:17])[CH:14]=2)[C:9]([CH3:21])([CH3:20])[C:8]1=[O:22].[OH-].[Na+].CO. (9) Given the product [NH2:15][C@@H:14]1[CH2:13][C:12]([CH2:18][N:19]2[CH2:24][CH2:23][CH2:22][C@@H:21]([C:25]([O:27][CH2:28][CH3:29])=[O:26])[CH2:20]2)=[CH:11][CH2:10][C@H:9]1[C:3]1[CH:4]=[CH:5][C:6]([Cl:8])=[CH:7][C:2]=1[Cl:1], predict the reactants needed to synthesize it. The reactants are: [Cl:1][C:2]1[CH:7]=[C:6]([Cl:8])[CH:5]=[CH:4][C:3]=1[C@H:9]1[C@H:14]([N+:15]([O-])=O)[CH2:13][C:12]([CH2:18][N:19]2[CH2:24][CH2:23][CH2:22][C@@H:21]([C:25]([O:27][CH2:28][CH3:29])=[O:26])[CH2:20]2)=[CH:11][CH2:10]1.